Dataset: Catalyst prediction with 721,799 reactions and 888 catalyst types from USPTO. Task: Predict which catalyst facilitates the given reaction. (1) The catalyst class is: 2. Product: [CH:1]1(/[CH:6]=[CH:7]/[C:8]([Cl:14])=[O:10])[CH2:5][CH2:4][CH2:3][CH2:2]1. Reactant: [CH:1]1(/[CH:6]=[CH:7]/[C:8]([OH:10])=O)[CH2:5][CH2:4][CH2:3][CH2:2]1.C(Cl)(=O)C([Cl:14])=O. (2) Reactant: C[O:2][C:3](=[O:23])[CH2:4][N:5]([C:16]([O:18][C:19]([CH3:22])([CH3:21])[CH3:20])=[O:17])[CH2:6][C:7]([N:9]1[CH2:13][CH2:12][CH2:11][CH:10]1[C:14]#[N:15])=[O:8].[Li+].[OH-]. Product: [C:19]([O:18][C:16]([N:5]([CH2:4][C:3]([OH:23])=[O:2])[CH2:6][C:7]([N:9]1[CH2:13][CH2:12][CH2:11][CH:10]1[C:14]#[N:15])=[O:8])=[O:17])([CH3:22])([CH3:20])[CH3:21]. The catalyst class is: 1. (3) Reactant: [CH2:1]([O:8][C:9]1[CH:16]=[CH:15][CH:14]=[CH:13][C:10]=1[CH:11]=O)[C:2]1[CH:7]=[CH:6][CH:5]=[CH:4][CH:3]=1.[Br-].[OH:18][CH2:19][CH2:20][CH2:21][P+](C1C=CC=CC=1)(C1C=CC=CC=1)C1C=CC=CC=1.C(=O)([O-])[O-].[K+].[K+]. Product: [CH2:1]([O:8][C:9]1[CH:16]=[CH:15][CH:14]=[CH:13][C:10]=1[CH:11]=[CH:21][CH2:20][CH2:19][OH:18])[C:2]1[CH:7]=[CH:6][CH:5]=[CH:4][CH:3]=1. The catalyst class is: 32.